This data is from Forward reaction prediction with 1.9M reactions from USPTO patents (1976-2016). The task is: Predict the product of the given reaction. (1) Given the reactants [N:1]1[CH:6]=[CH:5][CH:4]=[N:3][C:2]=1[N:7]1[CH2:16][CH2:15][C:14]2[C:9](=[C:10]([C:17]([O:19]C)=[O:18])[CH:11]=[CH:12][CH:13]=2)[CH2:8]1.[OH-].[Na+].Cl, predict the reaction product. The product is: [N:1]1[CH:6]=[CH:5][CH:4]=[N:3][C:2]=1[N:7]1[CH2:16][CH2:15][C:14]2[C:9](=[C:10]([C:17]([OH:19])=[O:18])[CH:11]=[CH:12][CH:13]=2)[CH2:8]1. (2) Given the reactants [Cl:1][C:2]1[CH:7]=[CH:6][CH:5]=[C:4]([Cl:8])[C:3]=1[CH2:9][C:10]1[C:14]([C:15](OC)=[O:16])=[C:13]([CH:19]([CH3:21])[CH3:20])[O:12][N:11]=1.[H-].C([Al+]CC(C)C)C(C)C.C1(C)C=CC=CC=1.[OH-].[Na+], predict the reaction product. The product is: [Cl:1][C:2]1[CH:7]=[CH:6][CH:5]=[C:4]([Cl:8])[C:3]=1[CH2:9][C:10]1[C:14]([CH2:15][OH:16])=[C:13]([CH:19]([CH3:21])[CH3:20])[O:12][N:11]=1. (3) The product is: [CH3:29][O:28][C:26](=[O:27])[CH2:25][C@H:22]1[CH2:23][CH2:24][C@H:19]([C:16]2[CH:17]=[CH:18][C:13]([N:9]3[C:8](=[O:30])[C:7]4[C:2]([NH2:31])=[N:3][CH:4]=[N:5][C:6]=4[O:12][CH2:11][CH2:10]3)=[CH:14][CH:15]=2)[CH2:20][CH2:21]1. Given the reactants Cl[C:2]1[C:7]2[C:8](=[O:30])[N:9]([C:13]3[CH:18]=[CH:17][C:16]([C@H:19]4[CH2:24][CH2:23][C@H:22]([CH2:25][C:26]([O:28][CH3:29])=[O:27])[CH2:21][CH2:20]4)=[CH:15][CH:14]=3)[CH2:10][CH2:11][O:12][C:6]=2[N:5]=[CH:4][N:3]=1.[NH3:31], predict the reaction product. (4) The product is: [Br:16][C:17]1[CH:25]=[CH:24][C:20]([C:21]([O:15][CH2:14][C@:8]2([CH2:12][OH:13])[C:9]3[C:4](=[CH:3][C:2]([Cl:1])=[CH:11][CH:10]=3)[CH2:5][CH2:6][CH2:7]2)=[O:22])=[CH:19][CH:18]=1. Given the reactants [Cl:1][C:2]1[CH:3]=[C:4]2[C:9](=[CH:10][CH:11]=1)[C:8]([CH2:14][OH:15])([CH2:12][OH:13])[CH2:7][CH2:6][CH2:5]2.[Br:16][C:17]1[CH:25]=[CH:24][C:20]([C:21](Cl)=[O:22])=[CH:19][CH:18]=1.C(N(C(C)C)C(C)C)C, predict the reaction product.